From a dataset of Reaction yield outcomes from USPTO patents with 853,638 reactions. Predict the reaction yield, written as a fraction of the theoretical maximum amount of product (1.0 means a 100% yield; for example, 0.34 means a 34% yield). (1) The yield is 0.920. The reactants are Br[C:2]1[CH:7]=[C:6]([Cl:8])[CH:5]=[CH:4][C:3]=1[F:9].[Li]CCCC.CON(C)[C:18]([CH:20]1[CH2:25][CH2:24][N:23]([C:26]([O:28][C:29]([CH3:32])([CH3:31])[CH3:30])=[O:27])[CH2:22][CH2:21]1)=[O:19]. The product is [Cl:8][C:6]1[CH:5]=[CH:4][C:3]([F:9])=[C:2]([CH:7]=1)[C:18]([CH:20]1[CH2:25][CH2:24][N:23]([C:26]([O:28][C:29]([CH3:32])([CH3:31])[CH3:30])=[O:27])[CH2:22][CH2:21]1)=[O:19]. The catalyst is C1COCC1. (2) The reactants are [NH2:1][N:2]1[C:11](=[O:12])[C:10]2[C:5](=[CH:6][CH:7]=[CH:8][CH:9]=2)[N:4]=[C:3]1[S-:13].[K+].[CH3:15]I.O. The catalyst is CN(C)C=O. The product is [NH2:1][N:2]1[C:11](=[O:12])[C:10]2[C:5](=[CH:6][CH:7]=[CH:8][CH:9]=2)[N:4]=[C:3]1[S:13][CH3:15]. The yield is 0.860. (3) The reactants are [CH3:1][NH2:2].O1CCCC1.[CH:8]([C:10]1[CH:11]=[C:12]([CH:20]=[C:21]([C:23]([F:26])([F:25])[F:24])[CH:22]=1)[C:13]([O:15][C:16]([CH3:19])([CH3:18])[CH3:17])=[O:14])=O.C(O[BH-](OC(=O)C)OC(=O)C)(=O)C.[Na+]. The catalyst is C(Cl)Cl.C(=O)(O)[O-].[Na+]. The product is [CH3:1][NH:2][CH2:8][C:10]1[CH:11]=[C:12]([CH:20]=[C:21]([C:23]([F:26])([F:25])[F:24])[CH:22]=1)[C:13]([O:15][C:16]([CH3:19])([CH3:18])[CH3:17])=[O:14]. The yield is 0.450. (4) The reactants are N[C:2]1[CH:7]=[CH:6][C:5]([CH3:8])=[CH:4][C:3]=1O.ClC(Cl)(OC(=O)OC(Cl)(Cl)Cl)Cl.C(N(C(C)C)CC)(C)C.[CH3:31][C:32]1[CH:41]=[CH:40][C:35]2[NH:36][C:37](=[O:39])[O:38][C:34]=2[CH:33]=1.C([O-])([O-])=O.[K+].[K+].C(Br)C1C=CC=CC=1. The catalyst is C(Cl)Cl.CN(C=O)C. The product is [CH2:8]([N:36]1[C:35]2[CH:40]=[CH:41][C:32]([CH3:31])=[CH:33][C:34]=2[O:38][C:37]1=[O:39])[C:5]1[CH:6]=[CH:7][CH:2]=[CH:3][CH:4]=1. The yield is 0.500. (5) The reactants are [Cl:1][C:2]1[CH:15]=[CH:14][CH:13]=[CH:12][C:3]=1[O:4][CH2:5][CH2:6][CH2:7][O:8][C:9](=[O:11])[CH3:10].[C:16]1(=[O:22])[O:21][C:19](=[O:20])[CH2:18][CH2:17]1.[Cl-].[Cl-].[Cl-].[Al+3].CCCCCC. The catalyst is ClCCl.C(OCC)(=O)C. The product is [C:9]([O:8][CH2:7][CH2:6][CH2:5][O:4][C:3]1[CH:12]=[CH:13][C:14]([C:16](=[O:22])[CH2:17][CH2:18][C:19]([OH:21])=[O:20])=[CH:15][C:2]=1[Cl:1])(=[O:11])[CH3:10]. The yield is 0.930. (6) The reactants are [CH:1]([O:4][C:5]1[S:6][CH:7]=[CH:8][N:9]=1)(C)[CH3:2].[Br:10]N1C(=O)CCC1=O.C(OCC)(=O)C.CCCCCC. The catalyst is CN(C=O)C. The product is [Br:10][C:7]1[S:6][C:5]([O:4][CH2:1][CH3:2])=[N:9][CH:8]=1. The yield is 0.910. (7) The reactants are [Cl-].COC1N=C(OC)N=C([N+]2(C)CCOCC2)N=1.[NH2:19][C:20]1[CH:25]=[CH:24][CH:23]=[CH:22][CH:21]=1.[Cl:26][CH:27]=[C:28]1[CH:34]=[CH:33][C:32]2[CH:35]=[C:36]([C:39](O)=[O:40])[CH:37]=[CH:38][C:31]=2[O:30][CH2:29]1. The catalyst is CO. The product is [Cl:26][CH:27]=[C:28]1[CH:34]=[CH:33][C:32]2[CH:35]=[C:36]([C:39]([NH:19][C:20]3[CH:25]=[CH:24][CH:23]=[CH:22][CH:21]=3)=[O:40])[CH:37]=[CH:38][C:31]=2[O:30][CH2:29]1. The yield is 0.150.